Predict the product of the given reaction. From a dataset of Forward reaction prediction with 1.9M reactions from USPTO patents (1976-2016). Given the reactants C(OC(=O)[NH:7][C:8]1[N:13]=[CH:12][C:11]([C:14]#[C:15][CH2:16][CH2:17][CH2:18][N:19]([CH3:21])[CH3:20])=[CH:10][N:9]=1)(C)(C)C.C(O)(C(F)(F)F)=O, predict the reaction product. The product is: [CH3:21][N:19]([CH3:20])[CH2:18][CH2:17][CH2:16][C:15]#[C:14][C:11]1[CH:10]=[N:9][C:8]([NH2:7])=[N:13][CH:12]=1.